From a dataset of Reaction yield outcomes from USPTO patents with 853,638 reactions. Predict the reaction yield, written as a fraction of the theoretical maximum amount of product (1.0 means a 100% yield; for example, 0.34 means a 34% yield). (1) The yield is 0.590. The reactants are Br[C:2]1[C:7](=[O:8])[N:6]([CH2:9][C:10]2[CH:15]=[CH:14][C:13]([C:16]3[C:17]([C:22]#[N:23])=[CH:18][CH:19]=[CH:20][CH:21]=3)=[CH:12][CH:11]=2)[C:5]([CH2:24][CH2:25][CH3:26])=[N:4][C:3]=1[CH2:27][CH3:28].[F:29][C:30]1[CH:35]=[C:34]([O:36][CH:37]([CH3:39])[CH3:38])[CH:33]=[CH:32][C:31]=1B(O)O.C(=O)([O-])[O-].[Cs+].[Cs+]. The catalyst is O1CCOCC1.C(OCC)(=O)C.C1C=CC(P(C2C=CC=CC=2)[C-]2C=CC=C2)=CC=1.C1C=CC(P(C2C=CC=CC=2)[C-]2C=CC=C2)=CC=1.Cl[Pd]Cl.[Fe+2]. The product is [CH2:27]([C:3]1[N:4]=[C:5]([CH2:24][CH2:25][CH3:26])[N:6]([CH2:9][C:10]2[CH:11]=[CH:12][C:13]([C:16]3[C:17]([C:22]#[N:23])=[CH:18][CH:19]=[CH:20][CH:21]=3)=[CH:14][CH:15]=2)[C:7](=[O:8])[C:2]=1[C:31]1[CH:32]=[CH:33][C:34]([O:36][CH:37]([CH3:38])[CH3:39])=[CH:35][C:30]=1[F:29])[CH3:28]. (2) The reactants are [CH3:1][C:2]1[NH:3][C:4]2[C:9]([C:10]=1[CH3:11])=[CH:8][C:7]([OH:12])=[CH:6][CH:5]=2.C(=O)([O-])[O-].[K+].[K+].[CH2:19]([O:26][C:27]1[CH:36]=[C:35]2[C:30]([C:31](Cl)=[N:32][CH:33]=[N:34]2)=[CH:29][C:28]=1[O:38][CH3:39])[C:20]1[CH:25]=[CH:24][CH:23]=[CH:22][CH:21]=1. The catalyst is CN(C=O)C. The product is [CH2:19]([O:26][C:27]1[CH:36]=[C:35]2[C:30]([C:31]([O:12][C:7]3[CH:8]=[C:9]4[C:4](=[CH:5][CH:6]=3)[NH:3][C:2]([CH3:1])=[C:10]4[CH3:11])=[N:32][CH:33]=[N:34]2)=[CH:29][C:28]=1[O:38][CH3:39])[C:20]1[CH:21]=[CH:22][CH:23]=[CH:24][CH:25]=1. The yield is 0.950. (3) The reactants are [N:1]12[CH2:9][C@@H:5]([CH2:6][CH2:7][CH2:8]1)[C@@H:4]([O:10]C(=O)C)[CH2:3][CH2:2]2. The catalyst is [OH-].[Na+]. The product is [N:1]12[CH2:9][C@@H:5]([CH2:6][CH2:7][CH2:8]1)[C@@H:4]([OH:10])[CH2:3][CH2:2]2. The yield is 0.910. (4) The catalyst is C(Cl)Cl. The yield is 0.760. The reactants are [OH:1][C@@H:2]([C:7]1[CH:12]=[CH:11][CH:10]=[CH:9][CH:8]=1)[C:3]([O:5][CH3:6])=[O:4].[S:13](Cl)([CH3:16])(=[O:15])=[O:14].Cl. The product is [CH3:16][S:13]([O:1][C@@H:2]([C:7]1[CH:12]=[CH:11][CH:10]=[CH:9][CH:8]=1)[C:3]([O:5][CH3:6])=[O:4])(=[O:15])=[O:14]. (5) The reactants are [CH3:1][O:2][C:3](=[O:36])[NH:4][CH:5]([C:9]([N:11]1[CH2:15][CH2:14][CH2:13][CH:12]1[C:16]1[NH:17][C:18]([C:21]2[CH:26]=[CH:25][C:24](B3OC(C)(C)C(C)(C)O3)=[CH:23][CH:22]=2)=[CH:19][N:20]=1)=[O:10])[CH:6]([CH3:8])[CH3:7].[Br:37][C:38]1[CH:43]=[CH:42][C:41](Br)=[CH:40][CH:39]=1.C([O-])([O-])=O.[K+].[K+].N#N. The catalyst is C(COC)OC.C1C=CC([P]([Pd]([P](C2C=CC=CC=2)(C2C=CC=CC=2)C2C=CC=CC=2)([P](C2C=CC=CC=2)(C2C=CC=CC=2)C2C=CC=CC=2)[P](C2C=CC=CC=2)(C2C=CC=CC=2)C2C=CC=CC=2)(C2C=CC=CC=2)C2C=CC=CC=2)=CC=1. The product is [CH3:1][O:2][C:3](=[O:36])[NH:4][CH:5]([C:9]([N:11]1[CH2:15][CH2:14][CH2:13][CH:12]1[C:16]1[NH:17][C:18]([C:21]2[CH:22]=[CH:23][C:24]([C:41]3[CH:42]=[CH:43][C:38]([Br:37])=[CH:39][CH:40]=3)=[CH:25][CH:26]=2)=[CH:19][N:20]=1)=[O:10])[CH:6]([CH3:7])[CH3:8]. The yield is 0.530. (6) The reactants are [F:1][C:2]1[C:7]([CH3:8])=[CH:6][C:5]([NH:9][CH:10]2[CH2:15][CH2:14][N:13]([C@H:16]3[CH2:21][CH2:20][C@H:19]([O:22][CH2:23][CH2:24][CH3:25])[CH2:18][CH2:17]3)[CH2:12][CH2:11]2)=[C:4]([N+:26]([O-])=O)[CH:3]=1.O.NN. The catalyst is C(O)C.[Ni]. The product is [F:1][C:2]1[CH:3]=[C:4]([NH2:26])[C:5]([NH:9][CH:10]2[CH2:15][CH2:14][N:13]([C@H:16]3[CH2:21][CH2:20][C@H:19]([O:22][CH2:23][CH2:24][CH3:25])[CH2:18][CH2:17]3)[CH2:12][CH2:11]2)=[CH:6][C:7]=1[CH3:8]. The yield is 0.900. (7) The reactants are CCN(C(C)C)C(C)C.[CH3:10][C:11]1[O:15][N:14]=[C:13]([C:16]([OH:18])=O)[CH:12]=1.C1C=CC2N(O)N=NC=2C=1.CCN=C=NCCCN(C)C.Cl.[NH2:41][CH2:42][C:43]([N:45]1[CH2:50][CH2:49][N:48]([C:51](=[O:62])[C:52]2[CH:57]=[CH:56][CH:55]=[CH:54][C:53]=2[C:58]([F:61])([F:60])[F:59])[CH2:47][CH2:46]1)=[O:44]. The catalyst is CN(C=O)C.O. The product is [O:44]=[C:43]([N:45]1[CH2:46][CH2:47][N:48]([C:51](=[O:62])[C:52]2[CH:57]=[CH:56][CH:55]=[CH:54][C:53]=2[C:58]([F:61])([F:60])[F:59])[CH2:49][CH2:50]1)[CH2:42][NH:41][C:16]([C:13]1[CH:12]=[C:11]([CH3:10])[O:15][N:14]=1)=[O:18]. The yield is 0.586. (8) The reactants are C1N=CN([C:6](N2C=NC=C2)=[O:7])C=1.[CH3:13][O:14][C:15]([CH:17]1[CH2:22][CH2:21][CH:20]([C:23](=[NH:26])[NH:24][OH:25])[CH2:19][CH2:18]1)=[O:16]. The catalyst is O1CCOCC1. The product is [CH3:13][O:14][C:15]([CH:17]1[CH2:22][CH2:21][CH:20]([C:23]2[NH:26][C:6](=[O:7])[O:25][N:24]=2)[CH2:19][CH2:18]1)=[O:16]. The yield is 0.670. (9) The reactants are [CH3:1][N:2]1[CH2:15][CH2:14][C:5]2[NH:6][C:7]3[CH:8]=[CH:9][C:10]([CH3:13])=[CH:11][C:12]=3[C:4]=2[CH2:3]1.[OH-].[K+].[CH:18]([C:20]1[CH:21]=[N:22][CH:23]=[N:24][CH:25]=1)=[CH2:19]. The catalyst is CN1CCCC1=O.O. The product is [CH3:1][N:2]1[CH2:15][CH2:14][C:5]2[N:6]([CH2:19][CH2:18][C:20]3[CH:21]=[N:22][CH:23]=[N:24][CH:25]=3)[C:7]3[CH:8]=[CH:9][C:10]([CH3:13])=[CH:11][C:12]=3[C:4]=2[CH2:3]1. The yield is 0.326. (10) The reactants are [C:1]([O:5][C:6]([N:8]1[CH2:13][C@@H:12]2[CH2:14][C@H:9]1[CH2:10][NH:11]2)=[O:7])([CH3:4])([CH3:3])[CH3:2].C(O[C:18]1(O[Si](C)(C)C)[CH2:20][CH2:19]1)C.C(O)(=O)C.C([BH3-])#N.[Na+].C(=O)([O-])O.[Na+]. The catalyst is CO. The product is [C:1]([O:5][C:6]([N:8]1[CH2:13][C@@H:12]2[CH2:14][C@H:9]1[CH2:10][N:11]2[CH:18]1[CH2:20][CH2:19]1)=[O:7])([CH3:4])([CH3:2])[CH3:3]. The yield is 1.00.